Dataset: Full USPTO retrosynthesis dataset with 1.9M reactions from patents (1976-2016). Task: Predict the reactants needed to synthesize the given product. (1) The reactants are: [F:1][C:2]([F:16])([F:15])[C:3]1[CH:8]=[CH:7][C:6]([N:9]2[CH2:14][CH2:13][NH:12][CH2:11][CH2:10]2)=[CH:5][CH:4]=1.[O-]CC.[Na+].[CH3:21][O:22][C:23](=[O:27])[C:24]([CH3:26])=[CH2:25]. Given the product [CH3:21][O:22][C:23](=[O:27])[CH:24]([CH3:26])[CH2:25][N:12]1[CH2:13][CH2:14][N:9]([C:6]2[CH:5]=[CH:4][C:3]([C:2]([F:1])([F:15])[F:16])=[CH:8][CH:7]=2)[CH2:10][CH2:11]1, predict the reactants needed to synthesize it. (2) Given the product [C:14]([N:2]1[CH2:3][CH2:4][CH:5]2[C:9]3[CH:10]=[C:11]([S:22]([Cl:21])(=[O:24])=[O:23])[CH:12]=[CH:13][C:8]=3[O:7][CH:6]2[CH2:1]1)(=[O:16])[CH3:15], predict the reactants needed to synthesize it. The reactants are: [CH2:1]1[CH:6]2[O:7][C:8]3[CH:13]=[CH:12][CH:11]=[CH:10][C:9]=3[CH:5]2[CH2:4][CH2:3][N:2]1[C:14](=[O:16])[CH3:15].S(Cl)(Cl)=O.[Cl:21][S:22](O)(=[O:24])=[O:23].C(=O)([O-])[O-].[Na+].[Na+]. (3) The reactants are: [CH2:1]([Li])CCC.[Cl:6][C:7]1[CH:12]=[CH:11][C:10]([O:13][C:14]2[CH:21]=[CH:20][C:17]([CH:18]=O)=[CH:16][CH:15]=2)=[CH:9][C:8]=1[C:22]([F:25])([F:24])[F:23]. Given the product [Cl:6][C:7]1[CH:12]=[CH:11][C:10]([O:13][C:14]2[CH:21]=[CH:20][C:17]([CH:18]=[CH2:1])=[CH:16][CH:15]=2)=[CH:9][C:8]=1[C:22]([F:25])([F:24])[F:23], predict the reactants needed to synthesize it. (4) Given the product [CH2:19]([O:21][CH:22]([O:1][C:2]12[CH2:16][CH:15]([CH3:17])[CH2:14][C:13](=[O:18])[CH:12]1[CH2:11][CH2:10][CH2:9][CH2:8][CH2:7][CH2:6][CH2:5][CH2:4][CH2:3]2)[CH3:23])[CH3:20], predict the reactants needed to synthesize it. The reactants are: [OH:1][C:2]12[CH2:16][CH:15]([CH3:17])[CH2:14][C:13](=[O:18])[CH:12]1[CH2:11][CH2:10][CH2:9][CH2:8][CH2:7][CH2:6][CH2:5][CH2:4][CH2:3]2.[CH:19]([O:21][CH2:22][CH3:23])=[CH2:20].